Dataset: Forward reaction prediction with 1.9M reactions from USPTO patents (1976-2016). Task: Predict the product of the given reaction. (1) Given the reactants [CH:1]([C:4]1[C:8]([CH2:9][CH2:10][CH2:11][OH:12])=[CH:7][N:6]([C:13]2[CH:18]=[CH:17][C:16]([C:19]([F:22])([F:21])[F:20])=[CH:15][N:14]=2)[N:5]=1)([CH3:3])[CH3:2].O[C:24]1[CH:25]=[C:26]([CH2:30][CH2:31][C:32]([O:34]C)=[O:33])[CH:27]=[CH:28][CH:29]=1.C(P(CCCC)CCCC)CCC.N(C(N1CCCCC1)=O)=NC(N1CCCCC1)=O, predict the reaction product. The product is: [CH:1]([C:4]1[C:8]([CH2:9][CH2:10][CH2:11][O:12][C:28]2[CH:27]=[C:26]([CH2:30][CH2:31][C:32]([OH:34])=[O:33])[CH:25]=[CH:24][CH:29]=2)=[CH:7][N:6]([C:13]2[CH:18]=[CH:17][C:16]([C:19]([F:21])([F:20])[F:22])=[CH:15][N:14]=2)[N:5]=1)([CH3:3])[CH3:2]. (2) The product is: [Cl:1][C:2]1[CH:7]=[CH:6][CH:5]=[CH:4][C:3]=1[C:8]([CH3:13])([CH3:12])[C:9]([CH:19]([C:20]([O:22][CH2:23][CH3:24])=[O:21])[C:18]([O:26][CH2:27][CH3:28])=[O:25])=[O:11]. Given the reactants [Cl:1][C:2]1[CH:7]=[CH:6][CH:5]=[CH:4][C:3]=1[C:8]([CH3:13])([CH3:12])[C:9]([OH:11])=O.S(Cl)(Cl)=O.[C:18]([O:26][CH2:27][CH3:28])(=[O:25])[CH2:19][C:20]([O:22][CH2:23][CH3:24])=[O:21].[Mg+2].[Cl-].[Cl-], predict the reaction product.